This data is from M1 muscarinic receptor antagonist screen with 61,756 compounds. The task is: Binary Classification. Given a drug SMILES string, predict its activity (active/inactive) in a high-throughput screening assay against a specified biological target. The drug is S(=O)(=O)(N1CCC2(OCCO2)CC1)N1CCC(CC1)C(=O)NCCc1ccccc1. The result is 0 (inactive).